Dataset: Forward reaction prediction with 1.9M reactions from USPTO patents (1976-2016). Task: Predict the product of the given reaction. The product is: [CH:12]1([CH2:11][NH:10][C:8]([C:3]2[C:2]([NH:1][C:43]([C:39]3[N:40]=[CH:41][O:42][C:38]=3[C:32]3[CH:33]=[CH:34][CH:35]=[CH:36][CH:37]=3)=[O:44])=[CH:7][CH:6]=[CH:5][N:4]=2)=[O:9])[CH2:17][CH2:16][CH2:15][CH2:14][CH2:13]1. Given the reactants [NH2:1][C:2]1[C:3]([C:8]([NH:10][CH2:11][CH:12]2[CH2:17][CH2:16][CH2:15][CH2:14][CH2:13]2)=[O:9])=[N:4][CH:5]=[CH:6][CH:7]=1.CN(C)C=O.C(N(C(C)C)CC)(C)C.[C:32]1([C:38]2[O:42][CH:41]=[N:40][C:39]=2[C:43](Cl)=[O:44])[CH:37]=[CH:36][CH:35]=[CH:34][CH:33]=1, predict the reaction product.